From a dataset of Forward reaction prediction with 1.9M reactions from USPTO patents (1976-2016). Predict the product of the given reaction. (1) Given the reactants [CH3:1][C:2]1[CH:10]=[C:6]([C:7]([OH:9])=[O:8])[C:5]([NH2:11])=[CH:4][CH:3]=1.[C:12](Cl)(Cl)=[O:13].C(=O)([O-])O.[Na+], predict the reaction product. The product is: [CH3:1][C:2]1[CH:3]=[CH:4][C:5]2[NH:11][C:12](=[O:13])[O:8][C:7](=[O:9])[C:6]=2[CH:10]=1. (2) Given the reactants [C:1]12([C:11]3[CH:12]=[C:13]([C:19]4[CH:20]=[C:21]5[C:26](=[CH:27][CH:28]=4)[CH:25]=[C:24]([C:29](O)=[O:30])[CH:23]=[CH:22]5)[CH:14]=[CH:15][C:16]=3[O:17][CH3:18])[CH2:10][CH:5]3[CH2:6][CH:7]([CH2:9][CH:3]([CH2:4]3)[CH2:2]1)[CH2:8]2.S(Cl)(Cl)=O.[CH2:36]([NH2:39])[CH2:37][NH2:38].Cl, predict the reaction product. The product is: [NH2:38][CH2:37][CH2:36][NH:39][C:29]([C:24]1[CH:23]=[CH:22][C:21]2[C:26](=[CH:27][CH:28]=[C:19]([C:13]3[CH:14]=[CH:15][C:16]([O:17][CH3:18])=[C:11]([C:1]45[CH2:10][CH:5]6[CH2:4][CH:3]([CH2:9][CH:7]([CH2:6]6)[CH2:8]4)[CH2:2]5)[CH:12]=3)[CH:20]=2)[CH:25]=1)=[O:30]. (3) Given the reactants [Cl:1][C:2]1[C:3]([N:8]2[C:12]([C:13]3[O:22][C:21](=[O:23])[C:20]4[C:15](=[C:16]([CH3:27])[CH:17]=[C:18]5[CH:26]=[N:25][NH:24][C:19]5=4)[N:14]=3)=[CH:11][C:10]([O:28][CH2:29][C:30]([F:33])([F:32])[F:31])=[N:9]2)=[N:4][CH:5]=[CH:6][CH:7]=1.[CH:34]([NH2:37])([CH3:36])[CH3:35], predict the reaction product. The product is: [CH:34]([NH:37][C:21]([C:20]1[C:15]([NH:14][C:13]([C:12]2[N:8]([C:3]3[C:2]([Cl:1])=[CH:7][CH:6]=[CH:5][N:4]=3)[N:9]=[C:10]([O:28][CH2:29][C:30]([F:31])([F:32])[F:33])[CH:11]=2)=[O:22])=[C:16]([CH3:27])[CH:17]=[C:18]2[C:19]=1[NH:24][N:25]=[CH:26]2)=[O:23])([CH3:36])[CH3:35]. (4) The product is: [N+:13]([C:8]1[CH:9]=[CH:10][CH:11]=[C:12]2[C:7]=1[NH:6][CH:5]=[C:4]2[CH2:3][C:19]#[N:20])([O-:15])=[O:14]. Given the reactants CN(C)[CH2:3][C:4]1[C:12]2[C:7](=[C:8]([N+:13]([O-:15])=[O:14])[CH:9]=[CH:10][CH:11]=2)[NH:6][CH:5]=1.IC.[C-:19]#[N:20].[K+], predict the reaction product. (5) Given the reactants [Cl:1][C:2]1[C:7]2[NH:8]C(=O)O[C:11](=[O:12])[C:6]=2[CH:5]=[CH:4][CH:3]=1.[Br:14][C:15]1[CH:21]=[CH:20][C:18]([NH2:19])=[CH:17][CH:16]=1.CN(C=O)C, predict the reaction product. The product is: [NH2:8][C:7]1[C:2]([Cl:1])=[CH:3][CH:4]=[CH:5][C:6]=1[C:11]([NH:19][C:18]1[CH:20]=[CH:21][C:15]([Br:14])=[CH:16][CH:17]=1)=[O:12]. (6) Given the reactants [CH3:1][C:2]1[CH:7]=[CH:6][C:5]([S:8]([O:11][CH2:12][PH:13](=[O:17])[O:14][CH2:15][CH3:16])(=[O:10])=[O:9])=[CH:4][CH:3]=1.[CH3:18][Mg+].[Br-], predict the reaction product. The product is: [CH2:15]([O:14][P:13]([CH2:12][O:11][S:8]([C:5]1[CH:6]=[CH:7][C:2]([CH3:1])=[CH:3][CH:4]=1)(=[O:9])=[O:10])([CH3:18])=[O:17])[CH3:16]. (7) Given the reactants [Cl:1][C:2]1[C:10]2[NH:9][N:8]=[CH:7][C:6]=2[C:5]2[CH2:11][N:12]3[C:26]([C:27]([OH:30])([CH3:29])[CH3:28])=[CH:25][N:24]=[C:13]3[CH:14]([NH:16]C(=O)OCCCC)[CH2:15][C:4]=2[CH:3]=1, predict the reaction product. The product is: [ClH:1].[NH2:16][CH:14]1[C:13]2=[N:24][CH:25]=[C:26]([C:27]([OH:30])([CH3:28])[CH3:29])[N:12]2[CH2:11][C:5]2[C:6]3[CH:7]=[N:8][NH:9][C:10]=3[C:2]([Cl:1])=[CH:3][C:4]=2[CH2:15]1. (8) Given the reactants C([Si](C)(C)[O:6][CH2:7][CH2:8][N:9]1[C:17]2[C:12](=[CH:13][C:14]([CH3:35])=[C:15]([NH:18][C:19]([C:21]3[C@H:26]([C:27]4[CH:32]=[CH:31][C:30]([F:33])=[CH:29][CH:28]=4)[CH2:25][C:24](=[O:34])[NH:23][CH:22]=3)=[O:20])[CH:16]=2)[CH:11]=[N:10]1)(C)(C)C, predict the reaction product. The product is: [OH:6][CH2:7][CH2:8][N:9]1[C:17]2[C:12](=[CH:13][C:14]([CH3:35])=[C:15]([NH:18][C:19]([C:21]3[C@H:26]([C:27]4[CH:28]=[CH:29][C:30]([F:33])=[CH:31][CH:32]=4)[CH2:25][C:24](=[O:34])[NH:23][CH:22]=3)=[O:20])[CH:16]=2)[CH:11]=[N:10]1.